The task is: Predict which catalyst facilitates the given reaction.. This data is from Catalyst prediction with 721,799 reactions and 888 catalyst types from USPTO. (1) Reactant: C1(C)C=CC(S(O[CH2:11][C:12]([NH:15][S:16]([C:19]2[CH:38]=[CH:37][C:22]([NH:23][C:24]3[N:29]=[C:28]([C:30]4[N:34]([CH3:35])[C:33]([CH3:36])=[N:32][CH:31]=4)[CH:27]=[CH:26][N:25]=3)=[CH:21][CH:20]=2)(=[O:18])=[O:17])([CH3:14])[CH3:13])(=O)=O)=CC=1.C(=O)([O-])[O-].[K+].[K+]. Product: [CH3:11][C:12]1([CH3:13])[CH2:14][N:15]1[S:16]([C:19]1[CH:38]=[CH:37][C:22]([NH:23][C:24]2[N:29]=[C:28]([C:30]3[N:34]([CH3:35])[C:33]([CH3:36])=[N:32][CH:31]=3)[CH:27]=[CH:26][N:25]=2)=[CH:21][CH:20]=1)(=[O:17])=[O:18]. The catalyst class is: 21. (2) Product: [Cl:1][C:2]1[N:3]=[C:4]([N:12]2[CH2:17][CH2:16][CH2:15][C@@H:14]([NH:18][C:26](=[O:27])[O:28][C:29]([CH3:32])([CH3:31])[CH3:30])[CH2:13]2)[C:5]2[N:11]=[CH:10][CH:9]=[CH:8][C:6]=2[N:7]=1. The catalyst class is: 12. Reactant: [Cl:1][C:2]1[N:3]=[C:4]([N:12]2[CH2:17][CH2:16][CH2:15][C@@H:14]([NH2:18])[CH2:13]2)[C:5]2[N:11]=[CH:10][CH:9]=[CH:8][C:6]=2[N:7]=1.C(N(CC)CC)C.[C:26](O[C:26]([O:28][C:29]([CH3:32])([CH3:31])[CH3:30])=[O:27])([O:28][C:29]([CH3:32])([CH3:31])[CH3:30])=[O:27].